From a dataset of Catalyst prediction with 721,799 reactions and 888 catalyst types from USPTO. Predict which catalyst facilitates the given reaction. (1) Reactant: [OH:1][CH2:2][CH2:3][C:4]1[CH:8]=[CH:7][O:6][C:5]=1[CH2:9][CH2:10][OH:11].C(N(CC)CC)C.[CH3:19][S:20](Cl)(=[O:22])=[O:21]. Product: [CH3:19][S:20]([O:1][CH2:2][CH2:3][C:4]1[CH:8]=[CH:7][O:6][C:5]=1[CH2:9][CH2:10][O:11][S:20]([CH3:19])(=[O:22])=[O:21])(=[O:22])=[O:21]. The catalyst class is: 2. (2) Reactant: [CH2:1]([O:3][C:4](=[O:12])[C:5]1[CH:10]=[CH:9][CH:8]=[N:7][C:6]=1Cl)C.[CH3:13][O-:14].[Na+]. Product: [CH3:1][O:3][C:4](=[O:12])[C:5]1[CH:10]=[CH:9][CH:8]=[N:7][C:6]=1[O:14][CH3:13]. The catalyst class is: 5.